The task is: Predict the reaction yield, written as a fraction of the theoretical maximum amount of product (1.0 means a 100% yield; for example, 0.34 means a 34% yield).. This data is from Reaction yield outcomes from USPTO patents with 853,638 reactions. (1) The reactants are [C:1]([C:5]1[CH:9]=[C:8]([NH:10][C:11]([NH:13][C@@H:14]2[C:23]3[C:18](=[CH:19][CH:20]=[CH:21][CH:22]=3)[C@H:17]([O:24][C:25]3[CH:26]=[CH:27][C:28]4[N:29]([C:31]([N:34]5[CH2:39][CH2:38][CH2:37][CH2:36][C@@H:35]5[CH3:40])=[N:32][N:33]=4)[CH:30]=3)[CH2:16][CH2:15]2)=[O:12])[N:7]([C:41]2[CH:42]=[C:43]([CH:52]=[CH:53][CH:54]=2)[O:44][CH2:45][CH2:46][O:47]S(C)(=O)=O)[N:6]=1)([CH3:4])([CH3:3])[CH3:2].[O:55]1[CH:61]=[CH:60][CH:59]=[N:58][CH:57]=[CH:56]1. The catalyst is C1COCC1. The product is [CH:46]([OH:47])=[O:55].[C:1]([C:5]1[CH:9]=[C:8]([NH:10][C:11]([NH:13][C@@H:14]2[C:23]3[C:18](=[CH:19][CH:20]=[CH:21][CH:22]=3)[C@H:17]([O:24][C:25]3[CH:26]=[CH:27][C:28]4[N:29]([C:31]([N:34]5[CH2:39][CH2:38][CH2:37][CH2:36][C@@H:35]5[CH3:40])=[N:32][N:33]=4)[CH:30]=3)[CH2:16][CH2:15]2)=[O:12])[N:7]([C:41]2[CH:54]=[CH:53][CH:52]=[C:43]([O:44][CH2:45][CH2:46][N:58]3[CH2:59][CH2:60][CH2:61][O:55][CH2:56][CH2:57]3)[CH:42]=2)[N:6]=1)([CH3:2])([CH3:3])[CH3:4]. The yield is 0.530. (2) The reactants are [Br:1][C:2]1[S:3][C:4]2[CH:10]=[C:9]([O:11]C)[CH:8]=[CH:7][C:5]=2[N:6]=1.B(Br)(Br)Br. The catalyst is C(Cl)Cl.[Cl-].[Na+].O. The product is [Br:1][C:2]1[S:3][C:4]2[CH:10]=[C:9]([OH:11])[CH:8]=[CH:7][C:5]=2[N:6]=1. The yield is 0.830. (3) The reactants are Cl[C:2]1[CH:11]=[CH:10][CH:9]=[C:8]2[C:3]=1[CH:4]=[CH:5][C:6]([C:12]1[CH:17]=[C:16]([CH3:18])[CH:15]=[C:14]([CH3:19])[CH:13]=1)=[N:7]2.[CH:20]([C:23]1[CH:28]=[CH:27][C:26](B(O)O)=[CH:25][CH:24]=1)([CH3:22])[CH3:21].C1(P(C2CCCCC2)C2C=CC=CC=2C2C(OC)=CC=CC=2OC)CCCCC1.[O-]P([O-])([O-])=O.[K+].[K+].[K+]. The catalyst is C1(C)C=CC=CC=1.O.C1C=CC(/C=C/C(/C=C/C2C=CC=CC=2)=O)=CC=1.C1C=CC(/C=C/C(/C=C/C2C=CC=CC=2)=O)=CC=1.C1C=CC(/C=C/C(/C=C/C2C=CC=CC=2)=O)=CC=1.[Pd].[Pd]. The product is [CH3:19][C:14]1[CH:13]=[C:12]([C:6]2[CH:5]=[CH:4][C:3]3[C:8](=[CH:9][CH:10]=[CH:11][C:2]=3[C:26]3[CH:27]=[CH:28][C:23]([CH:20]([CH3:22])[CH3:21])=[CH:24][CH:25]=3)[N:7]=2)[CH:17]=[C:16]([CH3:18])[CH:15]=1. The yield is 0.610. (4) The reactants are [CH3:1][N:2]([CH3:17])[C:3](=[O:16])[CH2:4][N:5]1[CH:9]=[C:8]([C:10]#[C:11][Si](C)(C)C)[CH:7]=[N:6]1.CCCC[N+](CCCC)(CCCC)CCCC.[F-]. The catalyst is C1COCC1. The product is [C:10]([C:8]1[CH:7]=[N:6][N:5]([CH2:4][C:3]([N:2]([CH3:17])[CH3:1])=[O:16])[CH:9]=1)#[CH:11]. The yield is 0.770. (5) The reactants are [Cl:1][C:2]1[N:7]=[C:6]([OH:8])[CH:5]=[CH:4][CH:3]=1.C(=O)([O-])[O-].[Na+].[Na+].[I:15]I. The catalyst is O. The product is [Cl:1][C:2]1[N:7]=[C:6]([OH:8])[C:5]([I:15])=[CH:4][CH:3]=1. The yield is 0.180. (6) The reactants are [H-].[H-].[H-].[H-].[Li+].[Al+3].[CH2:7]([C:9]([C:27]1[CH:32]=[CH:31][C:30]([OH:33])=[C:29]([CH3:34])[CH:28]=1)([C:12]1[CH:17]=[CH:16][C:15]([C:18]#[C:19][C:20]([CH2:24][CH3:25])([OH:23])[CH2:21][CH3:22])=[C:14]([CH3:26])[CH:13]=1)[CH2:10][CH3:11])[CH3:8].O. The catalyst is O1CCCC1. The product is [CH2:7]([C:9]([C:27]1[CH:32]=[CH:31][C:30]([OH:33])=[C:29]([CH3:34])[CH:28]=1)([C:12]1[CH:17]=[CH:16][C:15]([CH:18]=[CH:19][C:20]([CH2:21][CH3:22])([OH:23])[CH2:24][CH3:25])=[C:14]([CH3:26])[CH:13]=1)[CH2:10][CH3:11])[CH3:8]. The yield is 0.620. (7) The reactants are [C:1]([Cl:4])(=[O:3])[CH3:2].[C:5]([C:7]1[CH:15]=[CH:14][C:10]([C:11]([OH:13])=[O:12])=[CH:9][CH:8]=1)#[N:6]. The catalyst is CCO. The product is [ClH:4].[CH2:1]([O:3][C:5](=[NH:6])[C:7]1[CH:15]=[CH:14][C:10]([C:11]([OH:13])=[O:12])=[CH:9][CH:8]=1)[CH3:2]. The yield is 0.650. (8) The reactants are [Br:1][C:2]1[N:3]=[C:4](S(C)(=O)=O)[C:5]2[N:6]([C:8]([I:11])=[CH:9][N:10]=2)[CH:7]=1.[CH2:16]([NH2:20])[CH:17]([CH3:19])[CH3:18].O. The catalyst is CN1C(=O)CCC1. The product is [Br:1][C:2]1[N:3]=[C:4]([NH:20][CH2:16][CH:17]([CH3:19])[CH3:18])[C:5]2[N:6]([C:8]([I:11])=[CH:9][N:10]=2)[CH:7]=1. The yield is 0.775. (9) The reactants are C([N:8]1[CH2:13][CH2:12][CH:11]([N:14]2[CH2:23][C:22]3[C:17](=[CH:18][C:19]([F:24])=[CH:20][CH:21]=3)[NH:16][C:15]2=[O:25])[CH2:10][CH2:9]1)C1C=CC=CC=1.C(OCC)C. The catalyst is C(O)C.[Pd]. The product is [F:24][C:19]1[CH:18]=[C:17]2[C:22]([CH2:23][N:14]([CH:11]3[CH2:12][CH2:13][NH:8][CH2:9][CH2:10]3)[C:15](=[O:25])[NH:16]2)=[CH:21][CH:20]=1. The yield is 0.870.